Dataset: Catalyst prediction with 721,799 reactions and 888 catalyst types from USPTO. Task: Predict which catalyst facilitates the given reaction. (1) Reactant: Cl[CH2:2][CH2:3][CH2:4][CH2:5][CH:6]([C:14]1[N:18]=[C:17]([NH:19][C:20]2[CH:25]=[CH:24][C:23]([C:26]3[CH:31]=[C:30]([CH3:32])[N:29]=[N:28][CH:27]=3)=[C:22]([O:33][CH3:34])[CH:21]=2)[NH:16][N:15]=1)[C:7]1[CH:12]=[CH:11][C:10]([F:13])=[CH:9][CH:8]=1.C(=O)([O-])[O-].[K+].[K+].[I-].[K+]. Product: [F:13][C:10]1[CH:11]=[CH:12][C:7]([CH:6]2[CH2:5][CH2:4][CH2:3][CH2:2][N:15]3[N:16]=[C:17]([NH:19][C:20]4[CH:25]=[CH:24][C:23]([C:26]5[CH:31]=[C:30]([CH3:32])[N:29]=[N:28][CH:27]=5)=[C:22]([O:33][CH3:34])[CH:21]=4)[N:18]=[C:14]23)=[CH:8][CH:9]=1. The catalyst class is: 3. (2) Reactant: [CH3:1][C:2]([O:4][C@H:5]1[C:14]2[C@@:15]3([CH3:30])[C@@H:26]([CH2:27][O:28][CH3:29])[O:25][C:23](=[O:24])[C:17]4=[CH:18][O:19][C:20]([C:21](=[O:22])[C:13]=2[C@@H:8]2[CH2:9][CH2:10][C@H:11]([OH:12])[C@@:7]2([CH3:31])[CH2:6]1)=[C:16]34)=[O:3].[CH3:32][N:33]1[CH2:38][CH2:37][NH:36][CH2:35][CH2:34]1. Product: [C:2]([O:4][C@H:5]1[C:14]2[C@:15]3([CH3:30])[C:16](/[C:17](=[CH:18]\[N:36]4[CH2:37][CH2:38][N:33]([CH3:32])[CH2:34][CH2:35]4)/[C:23](=[O:24])[O:25][C@@H:26]3[CH2:27][O:28][CH3:29])=[C:20]([OH:19])[C:21](=[O:22])[C:13]=2[CH:8]2[C@@:7]([CH3:31])([C@@H:11]([OH:12])[CH2:10][CH2:9]2)[CH2:6]1)(=[O:3])[CH3:1]. The catalyst class is: 2. (3) Reactant: [CH2:1]([N:3]1[C:7](=[O:8])[C:6](=[O:9])[CH:5]([C:10]([O:12]CC)=[O:11])[CH2:4]1)[CH3:2].[Li+].[OH-].C(Cl)Cl. Product: [CH2:1]([N:3]1[C:7](=[O:8])[C:6](=[O:9])[CH:5]([C:10]([OH:12])=[O:11])[CH2:4]1)[CH3:2]. The catalyst class is: 20. (4) Reactant: [Cl:1][C:2]1[CH:7]=[CH:6][C:5]([C:8]2[S:9][C:10]([CH:14]=[CH:15][CH:16]3[CH2:21][CH2:20][CH2:19][N:18]([C:22]4[CH:23]=[C:24]([CH:28]=[CH:29][CH:30]=4)[C:25]([OH:27])=[O:26])[CH2:17]3)=[C:11]([CH3:13])[N:12]=2)=[CH:4][CH:3]=1.[H][H]. Product: [Cl:1][C:2]1[CH:7]=[CH:6][C:5]([C:8]2[S:9][C:10]([CH2:14][CH2:15][CH:16]3[CH2:21][CH2:20][CH2:19][N:18]([C:22]4[CH:23]=[C:24]([CH:28]=[CH:29][CH:30]=4)[C:25]([OH:27])=[O:26])[CH2:17]3)=[C:11]([CH3:13])[N:12]=2)=[CH:4][CH:3]=1. The catalyst class is: 304. (5) Reactant: [Si:1]([O:8][CH2:9][CH:10]([C:12]1[CH:13]=[C:14]([NH:18][C:19](=[O:28])[O:20][CH2:21][C:22]2[CH:27]=[CH:26][CH:25]=[CH:24][CH:23]=2)[CH:15]=[CH:16][CH:17]=1)[OH:11])([C:4]([CH3:7])([CH3:6])[CH3:5])([CH3:3])[CH3:2].C(N(CC)CC)C.[S:36](Cl)([CH3:39])(=[O:38])=[O:37]. Product: [CH3:39][S:36]([O:11][CH:10]([C:12]1[CH:17]=[CH:16][CH:15]=[C:14]([NH:18][C:19]([O:20][CH2:21][C:22]2[CH:23]=[CH:24][CH:25]=[CH:26][CH:27]=2)=[O:28])[CH:13]=1)[CH2:9][O:8][Si:1]([C:4]([CH3:7])([CH3:6])[CH3:5])([CH3:3])[CH3:2])(=[O:38])=[O:37]. The catalyst class is: 2. (6) Reactant: [CH2:1]1[C:4]2([O:9][CH2:8][CH:7]([CH2:10][O:11][C:12]3[C:17]([CH3:18])=[CH:16][N:15]=[C:14]([CH2:19][S:20][C:21]4[NH:25][C:24]5[CH:26]=[CH:27][CH:28]=[CH:29][C:23]=5[N:22]=4)[C:13]=3[CH3:30])[CH2:6][O:5]2)[CH2:3][CH2:2]1.ClC1C=CC=C(C(OO)=[O:39])C=1.C(=O)([O-])O.[Na+]. Product: [CH2:3]1[C:4]2([O:5][CH2:6][CH:7]([CH2:10][O:11][C:12]3[C:17]([CH3:18])=[CH:16][N:15]=[C:14]([CH2:19][S:20]([C:21]4[NH:22][C:23]5[CH:29]=[CH:28][CH:27]=[CH:26][C:24]=5[N:25]=4)=[O:39])[C:13]=3[CH3:30])[CH2:8][O:9]2)[CH2:1][CH2:2]1. The catalyst class is: 442. (7) Reactant: C(OC([NH:8][C:9]1[C:10]([C:19]([NH:21][C@@H:22]([CH:27]2[CH2:32][CH2:31][CH2:30][CH2:29][CH2:28]2)[C:23]([O:25][CH3:26])=[O:24])=[O:20])=[CH:11][C:12]2[C:17]([CH:18]=1)=[CH:16][CH:15]=[CH:14][CH:13]=2)=O)(C)(C)C.[ClH:33]. Product: [ClH:33].[NH2:8][C:9]1[C:10]([C:19]([NH:21][C@@H:22]([CH:27]2[CH2:32][CH2:31][CH2:30][CH2:29][CH2:28]2)[C:23]([O:25][CH3:26])=[O:24])=[O:20])=[CH:11][C:12]2[C:17]([CH:18]=1)=[CH:16][CH:15]=[CH:14][CH:13]=2. The catalyst class is: 135.